This data is from Full USPTO retrosynthesis dataset with 1.9M reactions from patents (1976-2016). The task is: Predict the reactants needed to synthesize the given product. (1) Given the product [ClH:1].[CH3:24][NH:25][CH2:2][CH2:3][CH2:4][N:5]1[CH2:10][C:9]2[CH:11]=[CH:12][CH:13]=[CH:14][C:8]=2[N:7]([C:15]2[CH:20]=[CH:19][C:18]([CH3:21])=[CH:17][CH:16]=2)[S:6]1(=[O:23])=[O:22], predict the reactants needed to synthesize it. The reactants are: [Cl:1][CH2:2][CH2:3][CH2:4][N:5]1[CH2:10][C:9]2[CH:11]=[CH:12][CH:13]=[CH:14][C:8]=2[N:7]([C:15]2[CH:20]=[CH:19][C:18]([CH3:21])=[CH:17][CH:16]=2)[S:6]1(=[O:23])=[O:22].[CH3:24][NH2:25].Cl. (2) Given the product [CH3:1][N:2]1[C:7]2[S:8][C:9]([CH3:14])=[C:10]([CH2:11][C:12]([OH:20])=[O:13])[C:6]=2[C:5](=[O:15])[N:4]([CH3:16])[C:3]1=[O:17], predict the reactants needed to synthesize it. The reactants are: [CH3:1][N:2]1[C:7]2[S:8][C:9]([CH3:14])=[C:10]([CH2:11][CH:12]=[O:13])[C:6]=2[C:5](=[O:15])[N:4]([CH3:16])[C:3]1=[O:17].S(=O)(=O)([OH:20])N.Cl([O-])=O.[Na+]. (3) Given the product [C:26]([C:4]1[C:5]([NH2:16])=[C:6]([OH:13])[C:7]2[C:12]([CH:3]=1)=[CH:11][CH:10]=[CH:9][CH:8]=2)([O:25][C:22]([CH3:24])([CH3:23])[CH3:21])=[O:28], predict the reactants needed to synthesize it. The reactants are: Cl.N[C:3]1[C:12]2[C:7](=[CH:8][CH:9]=[CH:10][CH:11]=2)[C:6]([OH:13])=[CH:5][CH:4]=1.C([N:16](CC)CC)C.[CH3:21][C:22]([O:25][C:26]([O:28]C(OC(C)(C)C)=O)=O)([CH3:24])[CH3:23].ClC(Cl)C.C. (4) Given the product [CH3:19][O:18][CH2:17][CH2:16][CH2:15][CH2:14][NH:6][C:5]1[CH:7]=[CH:8][CH:9]=[CH:10][C:4]=1[N+:1]([O-:3])=[O:2], predict the reactants needed to synthesize it. The reactants are: [N+:1]([C:4]1[CH:10]=[CH:9][CH:8]=[CH:7][C:5]=1[NH2:6])([O-:3])=[O:2].[Br-].[K+].Cl[CH2:14][CH2:15][CH2:16][CH2:17][O:18][CH3:19].[OH-].[Na+]. (5) Given the product [CH2:2]([O:9][C:10]1[CH:11]=[CH:12][C:13]([N:14]2[C:30]3=[N:31][CH:32]=[CH:33][CH:34]=[C:35]3[CH2:36][C:37]2=[O:38])=[CH:15][CH:16]=1)[C:3]1[CH:4]=[CH:5][CH:6]=[CH:7][CH:8]=1, predict the reactants needed to synthesize it. The reactants are: Cl.[CH2:2]([O:9][C:10]1[CH:16]=[CH:15][C:13]([NH2:14])=[CH:12][CH:11]=1)[C:3]1[CH:8]=[CH:7][CH:6]=[CH:5][CH:4]=1.O.CC1C=CC(S(O)(=O)=O)=CC=1.Cl[C:30]1[C:35]([CH2:36][C:37](O)=[O:38])=[CH:34][CH:33]=[CH:32][N:31]=1.